Dataset: Full USPTO retrosynthesis dataset with 1.9M reactions from patents (1976-2016). Task: Predict the reactants needed to synthesize the given product. (1) The reactants are: CI.[F:3][C:4]1[CH:9]=[CH:8][CH:7]=[C:6]([N+:10]([O-:12])=[O:11])[C:5]=1[OH:13].[C:14]([O-])([O-])=O.[K+].[K+]. Given the product [F:3][C:4]1[CH:9]=[CH:8][CH:7]=[C:6]([N+:10]([O-:12])=[O:11])[C:5]=1[O:13][CH3:14], predict the reactants needed to synthesize it. (2) Given the product [CH3:8][O:7][C:5]([C:4]1([C:3]([O:10][CH3:11])=[O:9])[CH2:14][C@@H:13]1[CH2:12][CH2:15][CH3:19])=[O:6], predict the reactants needed to synthesize it. The reactants are: [H-].[Na+].[C:3]([O:10][CH3:11])(=[O:9])[CH2:4][C:5]([O:7][CH3:8])=[O:6].[CH2:12]([C@@H:15]1[CH2:19]OS(=O)(=O)O1)[CH2:13][CH3:14].C([O-])(=O)CC([O-])=O. (3) Given the product [CH3:1][O:2][C:3]([C:4]1[CH:9]=[CH:8][C:7]2[C:13]([CH3:15])([CH2:14][C:31]3[C:32]4[C:27](=[CH:26][CH:25]=[CH:24][CH:23]=4)[CH:28]=[CH:29][CH:30]=3)[CH2:12][O:11][C:6]=2[CH:5]=1)=[O:16], predict the reactants needed to synthesize it. The reactants are: [CH3:1][O:2][C:3](=[O:16])[C:4]1[CH:9]=[CH:8][C:7](I)=[C:6]([O:11][CH2:12][C:13]([CH3:15])=[CH2:14])[CH:5]=1.C(=O)([O-])[O-].[K+].[K+].[C:23]1(B(O)O)[C:32]2[C:27](=[CH:28][CH:29]=[CH:30][CH:31]=2)[CH:26]=[CH:25][CH:24]=1. (4) The reactants are: [N+:1]([C:4]1[CH:5]=[CH:6][CH:7]=[C:8]2[C:13]=1[N:12]=[CH:11][NH:10][C:9]2=O)([O-:3])=[O:2].P(Cl)(Cl)(Cl)(Cl)[Cl:16]. Given the product [Cl:16][C:9]1[C:8]2[C:13](=[C:4]([N+:1]([O-:3])=[O:2])[CH:5]=[CH:6][CH:7]=2)[N:12]=[CH:11][N:10]=1, predict the reactants needed to synthesize it. (5) Given the product [CH3:12][O:13][C:14](=[O:22])[C:15]1[CH:20]=[CH:19][C:18]([C:6]#[C:5][Si:2]([CH3:4])([CH3:3])[CH3:1])=[CH:17][CH:16]=1, predict the reactants needed to synthesize it. The reactants are: [CH3:1][Si:2]([C:5]#[CH:6])([CH3:4])[CH3:3].C([Li])CCC.[CH3:12][O:13][C:14](=[O:22])[C:15]1[CH:20]=[CH:19][C:18](I)=[CH:17][CH:16]=1. (6) Given the product [N:1]([CH2:4][C@H:5]1[CH2:10][CH2:9][CH2:8][CH2:7][C@@H:6]1[NH:11][CH:20]1[CH2:25][CH2:24][N:23]([C:26]2([CH3:12])[CH2:31][CH2:30][N:29]([C:32]([O:34][C:35]([CH3:38])([CH3:37])[CH3:36])=[O:33])[CH2:28][CH2:27]2)[CH2:22][CH2:21]1)=[N+:2]=[N-:3], predict the reactants needed to synthesize it. The reactants are: [N:1]([CH2:4][C@H:5]1[CH2:10][CH2:9][CH2:8][CH2:7][C@@H:6]1[NH2:11])=[N+:2]=[N-:3].[CH2:12](N(CC)CC)C.O=[C:20]1[CH2:25][CH2:24][N:23]([CH:26]2[CH2:31][CH2:30][N:29]([C:32]([O:34][C:35]([CH3:38])([CH3:37])[CH3:36])=[O:33])[CH2:28][CH2:27]2)[CH2:22][CH2:21]1.C([BH3-])#N.[Na+]. (7) Given the product [F:8][C:9]1[CH:10]=[C:11]([N:27]2[CH2:31][C@H:30]([CH2:32][N:33]3[CH:37]=[CH:36][N:35]=[N:34]3)[O:29][C:28]2=[O:38])[CH:12]=[CH:13][C:14]=1[C:15]1[CH:16]=[N+:17]([O-:7])[C:18]([C:21]2[N:22]=[N:23][N:24]([CH3:26])[N:25]=2)=[CH:19][CH:20]=1, predict the reactants needed to synthesize it. The reactants are: [N+]1([O-:7])C=CC=CC=1.[F:8][C:9]1[CH:10]=[C:11]([N:27]2[CH2:31][C@H:30]([CH2:32][N:33]3[CH:37]=[CH:36][N:35]=[N:34]3)[O:29][C:28]2=[O:38])[CH:12]=[CH:13][C:14]=1[C:15]1[CH:16]=[N:17][C:18]([C:21]2[N:22]=[N:23][N:24]([CH3:26])[N:25]=2)=[CH:19][CH:20]=1.C(=O)([O-])[O-].[K+].[K+].